The task is: Predict which catalyst facilitates the given reaction.. This data is from Catalyst prediction with 721,799 reactions and 888 catalyst types from USPTO. (1) Reactant: C[C:2]([S:7][C:8]1[S:12][C:11]([NH:13][C:14]([N:16]([C@H:25]2[CH2:30][CH2:29][C@H:28](C)[CH2:27][CH2:26]2)[CH2:17][CH2:18][C:19]2[CH:24]=[CH:23][CH:22]=[CH:21][CH:20]=2)=[O:15])=[N:10][CH:9]=1)(C)[C:3]([OH:5])=[O:4].[CH3:32][O:33][C@H]1CC[C@H](N)CC1.C1(CCBr)C=CC=CC=1. Product: [CH3:32][O:33][C@H:28]1[CH2:29][CH2:30][C@H:25]([N:16]([CH2:17][CH2:18][C:19]2[CH:20]=[CH:21][CH:22]=[CH:23][CH:24]=2)[C:14](=[O:15])[NH:13][C:11]2[S:12][C:8]([S:7][CH2:2][C:3]([OH:5])=[O:4])=[CH:9][N:10]=2)[CH2:26][CH2:27]1. The catalyst class is: 413. (2) Reactant: [CH:1]([C:4]1[CH:9]=[C:8]([O:10][CH3:11])[C:7]([C:12]2[N:13]=[CH:14][S:15][CH:16]=2)=[CH:6][C:5]=1[OH:17])([CH3:3])[CH3:2].Br[CH2:19][C:20]#[N:21].C([O-])([O-])=O.[K+].[K+]. Product: [CH:1]([C:4]1[CH:9]=[C:8]([O:10][CH3:11])[C:7]([C:12]2[N:13]=[CH:14][S:15][CH:16]=2)=[CH:6][C:5]=1[O:17][CH2:19][C:20]#[N:21])([CH3:3])[CH3:2]. The catalyst class is: 10.